Dataset: Full USPTO retrosynthesis dataset with 1.9M reactions from patents (1976-2016). Task: Predict the reactants needed to synthesize the given product. (1) Given the product [O:1]=[C:2]1[N:6]([CH:7]2[CH2:12][CH2:11][O:10][CH2:9][CH2:8]2)[CH2:5][CH:4]([C:13]2[CH:14]=[C:15]([CH3:19])[CH:16]=[CH:17][CH:18]=2)[N:3]1[CH:20]1[CH2:25][CH2:24][N:23]([CH2:26][C:27]2[CH:28]=[CH:29][C:30]([O:33][C:34]3[CH:41]=[CH:40][C:37]([C:38]([NH2:39])=[O:43])=[CH:36][CH:35]=3)=[N:31][CH:32]=2)[CH2:22][CH2:21]1, predict the reactants needed to synthesize it. The reactants are: [O:1]=[C:2]1[N:6]([CH:7]2[CH2:12][CH2:11][O:10][CH2:9][CH2:8]2)[CH2:5][CH:4]([C:13]2[CH:14]=[C:15]([CH3:19])[CH:16]=[CH:17][CH:18]=2)[N:3]1[CH:20]1[CH2:25][CH2:24][N:23]([CH2:26][C:27]2[CH:28]=[CH:29][C:30]([O:33][C:34]3[CH:41]=[CH:40][C:37]([C:38]#[N:39])=[CH:36][CH:35]=3)=[N:31][CH:32]=2)[CH2:22][CH2:21]1.C(O)(C(F)(F)F)=[O:43]. (2) Given the product [Si:19]([O:18][C@@H:16]1[CH2:15][N:14]([C:26]([O:28][C:29]([CH3:31])([CH3:30])[CH3:32])=[O:27])[C@H:13]([C:6]2[N:5]([C:33]3[CH:38]=[CH:37][CH:36]=[CH:35][CH:34]=3)[C:4](=[O:39])[C:3]3[C:8](=[CH:9][CH:10]=[C:11]([F:12])[C:2]=3[C:44]3[CH:43]=[N:42][N:41]([CH3:40])[CH:45]=3)[N:7]=2)[CH2:17]1)([C:22]([CH3:25])([CH3:24])[CH3:23])([CH3:20])[CH3:21], predict the reactants needed to synthesize it. The reactants are: Br[C:2]1[C:11]([F:12])=[CH:10][CH:9]=[C:8]2[C:3]=1[C:4](=[O:39])[N:5]([C:33]1[CH:38]=[CH:37][CH:36]=[CH:35][CH:34]=1)[C:6]([C@@H:13]1[CH2:17][C@H:16]([O:18][Si:19]([C:22]([CH3:25])([CH3:24])[CH3:23])([CH3:21])[CH3:20])[CH2:15][N:14]1[C:26]([O:28][C:29]([CH3:32])([CH3:31])[CH3:30])=[O:27])=[N:7]2.[CH3:40][N:41]1[CH:45]=[C:44]([Sn](CCCC)(CCCC)CCCC)[CH:43]=[N:42]1.